This data is from Blood-brain barrier penetration binary classification data from Martins et al.. The task is: Regression/Classification. Given a drug SMILES string, predict its absorption, distribution, metabolism, or excretion properties. Task type varies by dataset: regression for continuous measurements (e.g., permeability, clearance, half-life) or binary classification for categorical outcomes (e.g., BBB penetration, CYP inhibition). Dataset: bbb_martins. (1) The compound is CN(C)CCC=C1c2ccccc2C(C)(C)c2ccccc21. The result is 1 (penetrates BBB). (2) The molecule is CN(C)CCN1C(=O)c2ccccc2N(C)c2ccccc21. The result is 1 (penetrates BBB).